From a dataset of Full USPTO retrosynthesis dataset with 1.9M reactions from patents (1976-2016). Predict the reactants needed to synthesize the given product. (1) The reactants are: CCN(CC)CC.Cl.[C:9]([O:13][C:14](=[O:24])[CH:15]([CH2:17][C:18]1[CH:23]=[CH:22][CH:21]=[CH:20][CH:19]=1)[NH2:16])([CH3:12])([CH3:11])[CH3:10].[Cl:25][C:26]1[C:35]2[C:30](=[CH:31][CH:32]=[C:33]([C:36](Cl)=[O:37])[CH:34]=2)[C:29]([Cl:39])=[CH:28][N:27]=1. Given the product [C:9]([O:13][C:14](=[O:24])[CH:15]([CH2:17][C:18]1[CH:23]=[CH:22][CH:21]=[CH:20][CH:19]=1)[NH:16][C:36]([C:33]1[CH:34]=[C:35]2[C:30]([C:29]([Cl:39])=[CH:28][N:27]=[C:26]2[Cl:25])=[CH:31][CH:32]=1)=[O:37])([CH3:12])([CH3:10])[CH3:11], predict the reactants needed to synthesize it. (2) Given the product [CH3:36][C:35]1[CH:37]=[CH:38][C:32]([S:29]([NH:3][C:4]2[CH:5]=[C:6]([N:10]3[C:14]4[CH:15]=[CH:16][C:17]([C:19]([NH:21][CH2:22][C:23]5[CH:24]=[N:25][CH:26]=[CH:27][CH:28]=5)=[O:20])=[CH:18][C:13]=4[N:12]=[CH:11]3)[CH:7]=[CH:8][CH:9]=2)(=[O:31])=[O:30])=[CH:33][CH:34]=1, predict the reactants needed to synthesize it. The reactants are: Cl.Cl.[NH2:3][C:4]1[CH:5]=[C:6]([N:10]2[C:14]3[CH:15]=[CH:16][C:17]([C:19]([NH:21][CH2:22][C:23]4[CH:24]=[N:25][CH:26]=[CH:27][CH:28]=4)=[O:20])=[CH:18][C:13]=3[N:12]=[CH:11]2)[CH:7]=[CH:8][CH:9]=1.[S:29](Cl)([C:32]1[CH:38]=[CH:37][C:35]([CH3:36])=[CH:34][CH:33]=1)(=[O:31])=[O:30].CCN(CC)CC. (3) Given the product [Cl:25][C:26]1[CH:33]=[CH:32][CH:31]=[CH:30][C:27]=1[CH:28]=[CH:21][C:20]([C:3]1[C:4]([O:18][CH3:19])=[CH:5][C:6]([O:16][CH3:17])=[C:7]([CH:8]2[CH2:12][CH2:11][N:10]([CH3:13])[CH:9]2[CH2:14][OH:15])[C:2]=1[OH:1])=[O:22], predict the reactants needed to synthesize it. The reactants are: [OH:1][C:2]1[C:7]([C@@H:8]2[CH2:12][CH2:11][N:10]([CH3:13])[C@H:9]2[CH2:14][OH:15])=[C:6]([O:16][CH3:17])[CH:5]=[C:4]([O:18][CH3:19])[C:3]=1[C:20](=[O:22])[CH3:21].[OH-].[Na+].[Cl:25][C:26]1[CH:33]=[CH:32][CH:31]=[CH:30][C:27]=1[CH:28]=O.Cl.C([O-])([O-])=O.[Na+].[Na+].